The task is: Predict the reactants needed to synthesize the given product.. This data is from Full USPTO retrosynthesis dataset with 1.9M reactions from patents (1976-2016). (1) Given the product [C:1]([CH2:4][CH2:5][NH:6][C:7]([C:9]1[N:13]([CH2:14][CH:15]([CH3:17])[CH3:16])[CH:12]=[C:11]([NH:18][C:19]([C:21]2[NH:22][C:23]3[C:28]([CH:29]=2)=[CH:27][C:26]([NH:30][C:43](=[O:44])[CH2:42][CH2:41][NH2:40])=[CH:25][CH:24]=3)=[O:20])[CH:10]=1)=[O:8])(=[NH:3])[NH2:2], predict the reactants needed to synthesize it. The reactants are: [C:1]([CH2:4][CH2:5][NH:6][C:7]([C:9]1[N:13]([CH2:14][CH:15]([CH3:17])[CH3:16])[CH:12]=[C:11]([NH:18][C:19]([C:21]2[NH:22][C:23]3[C:28]([CH:29]=2)=[CH:27][C:26]([N+:30]([O-])=O)=[CH:25][CH:24]=3)=[O:20])[CH:10]=1)=[O:8])(=[NH:3])[NH2:2].C(OC([NH:40][CH2:41][CH2:42][C:43](O)=[O:44])=O)(C)(C)C.CN(C(ON1N=NC2C=CC=CC1=2)=[N+](C)C)C.F[P-](F)(F)(F)(F)F.C1C=CC2N(O)N=NC=2C=1.CCN(C(C)C)C(C)C. (2) Given the product [Cl:1][C:2]1[CH:3]=[C:4]([NH:8][C:9]2[N:14]=[C:13]([C:15]3[C:16]([NH:10][CH2:11][CH2:12][CH2:13][NH2:14])=[N:17][CH:18]=[CH:19][CH:20]=3)[CH:12]=[CH:11][N:10]=2)[CH:5]=[CH:6][CH:7]=1, predict the reactants needed to synthesize it. The reactants are: [Cl:1][C:2]1[CH:3]=[C:4]([NH:8][C:9]2[N:14]=[C:13]([C:15]3[C:16](Cl)=[N:17][CH:18]=[CH:19][CH:20]=3)[CH:12]=[CH:11][N:10]=2)[CH:5]=[CH:6][CH:7]=1.